From a dataset of Full USPTO retrosynthesis dataset with 1.9M reactions from patents (1976-2016). Predict the reactants needed to synthesize the given product. (1) The reactants are: [Si]([O:8][CH2:9][C:10]1[S:14][C:13]([C:15](=[N:17][OH:18])[NH2:16])=[C:12]([CH2:19][CH3:20])[CH:11]=1)(C(C)(C)C)(C)C.[F:21][C:22]1[C:37]([F:38])=[CH:36][CH:35]=[CH:34][C:23]=1[O:24][C:25]1[CH:33]=[CH:32][C:28]([C:29](O)=O)=[CH:27][CH:26]=1.C1(N=C=NC2CCCCC2)CCCCC1.[F-].C([N+](CCCC)(CCCC)CCCC)CCC.O1CCCC1. Given the product [F:21][C:22]1[C:37]([F:38])=[CH:36][CH:35]=[CH:34][C:23]=1[O:24][C:25]1[CH:26]=[CH:27][C:28]([C:29]2[O:18][N:17]=[C:15]([C:13]3[S:14][C:10]([CH2:9][OH:8])=[CH:11][C:12]=3[CH2:19][CH3:20])[N:16]=2)=[CH:32][CH:33]=1, predict the reactants needed to synthesize it. (2) Given the product [C:7]([N:11]1[CH2:15][C@@H:14]([C:16]2[CH:21]=[CH:20][C:19]([F:22])=[CH:18][C:17]=2[F:23])[C@H:13]([C:24]([N:26]2[CH2:27][CH:28]=[C:29]([C:32]3[CH:37]=[CH:36][C:35]([Cl:38])=[CH:34][C:33]=3[CH:39]([CH3:44])[C:40]([OH:42])=[O:41])[CH2:30][CH2:31]2)=[O:25])[CH2:12]1)([CH3:10])([CH3:8])[CH3:9], predict the reactants needed to synthesize it. The reactants are: C[Si](C)(C)[O-].[K+].[C:7]([N:11]1[CH2:15][C@@H:14]([C:16]2[CH:21]=[CH:20][C:19]([F:22])=[CH:18][C:17]=2[F:23])[C@H:13]([C:24]([N:26]2[CH2:31][CH2:30][CH:29]([C:32]3[CH:37]=[CH:36][C:35]([Cl:38])=[CH:34][C:33]=3[CH:39]([CH3:44])[C:40]([O:42]C)=[O:41])[CH2:28][CH2:27]2)=[O:25])[CH2:12]1)([CH3:10])([CH3:9])[CH3:8]. (3) The reactants are: Br[C:2]1[CH:7]=[CH:6][C:5]([O:8][CH2:9][CH2:10][C@@H:11]([CH3:18])[CH2:12][CH2:13][CH:14]=[C:15]([CH3:17])[CH3:16])=[CH:4][CH:3]=1.[B:19](OC)([O:22]C)[O:20]C.Cl. Given the product [CH3:18][C@@H:11]([CH2:12][CH2:13][CH:14]=[C:15]([CH3:17])[CH3:16])[CH2:10][CH2:9][O:8][C:5]1[CH:6]=[CH:7][C:2]([B:19]([OH:22])[OH:20])=[CH:3][CH:4]=1, predict the reactants needed to synthesize it. (4) Given the product [OH-:2].[Co+2:23].[Mn+2:14].[Ni+2:5].[OH-:7].[OH-:11].[OH-:16].[OH-:20].[OH-:25], predict the reactants needed to synthesize it. The reactants are: [N+]([O-])([O-])=[O:2].[Ni+2:5].[N+]([O-])([O-])=[O:7].[N+]([O-])([O-])=[O:11].[Mn+2:14].[N+]([O-])([O-])=[O:16].[N+]([O-])([O-])=[O:20].[Co+2:23].[N+]([O-])([O-])=[O:25].[OH-].[Na+]. (5) Given the product [NH2:1][C:4]1[CH:5]=[C:6]([C:14]([N:16]2[CH2:21][CH2:20][N:19]([CH3:22])[CH2:18][CH2:17]2)=[O:15])[CH:7]=[C:8]([C:10]([F:11])([F:12])[F:13])[CH:9]=1, predict the reactants needed to synthesize it. The reactants are: [N+:1]([C:4]1[CH:5]=[C:6]([C:14]([N:16]2[CH2:21][CH2:20][N:19]([CH3:22])[CH2:18][CH2:17]2)=[O:15])[CH:7]=[C:8]([C:10]([F:13])([F:12])[F:11])[CH:9]=1)([O-])=O.[H][H].